Task: Predict the reactants needed to synthesize the given product.. Dataset: Full USPTO retrosynthesis dataset with 1.9M reactions from patents (1976-2016) (1) Given the product [CH:1]1([C:7]2([C:12]3[CH:17]=[C:16]([OH:18])[CH:15]=[C:14]([OH:20])[CH:13]=3)[S:8][CH2:9][CH2:10][S:11]2)[CH2:2][CH2:3][CH2:4][CH2:5][CH2:6]1, predict the reactants needed to synthesize it. The reactants are: [CH:1]1([C:7]2([C:12]3[CH:17]=[C:16]([O:18]C)[CH:15]=[C:14]([O:20]C)[CH:13]=3)[S:11][CH2:10][CH2:9][S:8]2)[CH2:6][CH2:5][CH2:4][CH2:3][CH2:2]1.C(C1(C2C=C(O)C=C(O)C=2)SCCS1)CCC. (2) Given the product [ClH:14].[CH2:26]([O:25][C:22]1[CH:23]=[C:24]2[C:19](=[CH:20][C:21]=1[O:28][CH2:29][CH3:30])[N:18]=[CH:17][N:16]=[C:15]2[NH:13][C:9]1[CH:10]=[CH:11][CH:12]=[C:7]([C:3]2[CH:2]=[N:1][CH:6]=[CH:5][CH:4]=2)[CH:8]=1)[CH3:27], predict the reactants needed to synthesize it. The reactants are: [N:1]1[CH:6]=[CH:5][CH:4]=[C:3]([C:7]2[CH:8]=[C:9]([NH2:13])[CH:10]=[CH:11][CH:12]=2)[CH:2]=1.[Cl:14][C:15]1[C:24]2[C:19](=[CH:20][C:21]([O:28][CH2:29][CH3:30])=[C:22]([O:25][CH2:26][CH3:27])[CH:23]=2)[N:18]=[CH:17][N:16]=1. (3) Given the product [Cl:16][C:17]1[CH:18]=[C:19]([NH:20][C:2]2[C:11]3[C:6](=[CH:7][C:8]([F:15])=[C:9]([N+:12]([O-:14])=[O:13])[CH:10]=3)[N:5]=[CH:4][N:3]=2)[CH:21]=[CH:22][C:23]=1[O:24][CH2:25][C:26]1[CH:31]=[CH:30][CH:29]=[C:28]([F:32])[CH:27]=1, predict the reactants needed to synthesize it. The reactants are: Cl[C:2]1[C:11]2[C:6](=[CH:7][C:8]([F:15])=[C:9]([N+:12]([O-:14])=[O:13])[CH:10]=2)[N:5]=[CH:4][N:3]=1.[Cl:16][C:17]1[CH:18]=[C:19]([CH:21]=[CH:22][C:23]=1[O:24][CH2:25][C:26]1[CH:31]=[CH:30][CH:29]=[C:28]([F:32])[CH:27]=1)[NH2:20]. (4) Given the product [Cl:34][C:31]([OH:32])=[O:2].[CH3:1][CH:58]([OH:59])[CH2:57][O:56][CH2:55][CH2:54][O:53][CH2:52][CH2:51][O:50][CH2:49][CH2:48][O:47][CH2:46][CH2:45][O:44][CH2:43][CH2:42][OH:60], predict the reactants needed to synthesize it. The reactants are: [CH3:1][O:2]CCOCCOCCOCCOCCOCCO.C(O)COCCOCCO.[C:31]([Cl:34])(Cl)=[O:32].C1(C)C=CC=CC=1.[CH2:42]([OH:60])[CH2:43][O:44][CH2:45][CH2:46][O:47][CH2:48][CH2:49][O:50][CH2:51][CH2:52][O:53][CH2:54][CH2:55][O:56][CH2:57][CH2:58][OH:59]. (5) Given the product [CH3:17][N:16]([CH2:15][C:11]1[CH:10]=[C:9]2[C:14](=[CH:13][CH:12]=1)[NH:6][CH:7]=[C:8]2[CH:19]=[O:25])[CH3:18], predict the reactants needed to synthesize it. The reactants are: P(Cl)(Cl)(Cl)=O.[NH:6]1[C:14]2[C:9](=[CH:10][C:11]([CH2:15][N:16]([CH3:18])[CH3:17])=[CH:12][CH:13]=2)[CH:8]=[CH:7]1.[CH3:19][N+](C)=CCl.[Cl-].[OH-:25].[Na+].